This data is from Forward reaction prediction with 1.9M reactions from USPTO patents (1976-2016). The task is: Predict the product of the given reaction. (1) Given the reactants CC(OC(/N=N/C(OC(C)C)=O)=O)C.[OH:15][C:16]1[CH:28]=[CH:27][C:19]([O:20][CH2:21][C:22]([O:24][CH2:25][CH3:26])=[O:23])=[C:18]([CH3:29])[CH:17]=1.[Br:30][C:31]1[N:36]=[C:35]([CH:37](O)[CH2:38][O:39][CH2:40][CH3:41])[CH:34]=[CH:33][CH:32]=1.C1(P(C2C=CC=CC=2)C2C=CC=CC=2)C=CC=CC=1, predict the reaction product. The product is: [Br:30][C:31]1[N:36]=[C:35]([CH:37]([O:15][C:16]2[CH:28]=[CH:27][C:19]([O:20][CH2:21][C:22]([O:24][CH2:25][CH3:26])=[O:23])=[C:18]([CH3:29])[CH:17]=2)[CH2:38][O:39][CH2:40][CH3:41])[CH:34]=[CH:33][CH:32]=1. (2) Given the reactants [NH:1]1[CH:5]=[CH:4][C:3]([CH:6]=O)=[N:2]1.[C:8]1([NH2:15])[CH:13]=[CH:12][CH:11]=[CH:10][C:9]=1[NH2:14].S(=O)(O)[O-].[Na+], predict the reaction product. The product is: [NH:1]1[CH:5]=[CH:4][C:3]([C:6]2[NH:15][C:8]3[CH:13]=[CH:12][CH:11]=[CH:10][C:9]=3[N:14]=2)=[N:2]1. (3) Given the reactants [C:1]1([CH3:10])[CH:6]=[CH:5][CH:4]=[C:3](B(O)O)[CH:2]=1.N1C=CC=CC=1.[OH:17][C:18]1[CH:19]=[C:20]([CH:26]=[CH:27][CH:28]=1)[C:21]([O:23][CH2:24][CH3:25])=[O:22], predict the reaction product. The product is: [C:1]1([CH3:10])[CH:6]=[CH:5][CH:4]=[C:3]([O:17][C:18]2[CH:19]=[C:20]([CH:26]=[CH:27][CH:28]=2)[C:21]([O:23][CH2:24][CH3:25])=[O:22])[CH:2]=1. (4) Given the reactants [N:1]1([CH2:7][CH2:8][CH:9]2[CH2:18][CH2:17][C:16]3[C:11](=[CH:12][CH:13]=[C:14]([O:19][CH2:20][C:21]4[CH:29]=[CH:28][C:24]([C:25]([O-:27])=O)=[CH:23][CH:22]=4)[CH:15]=3)[CH2:10]2)[CH2:6][CH2:5][CH2:4][CH2:3][CH2:2]1.CC(C)(C)C(Cl)=O.[NH2:37][C:38]1[CH:43]=[CH:42][CH:41]=[CH:40][N:39]=1.C(=O)(O)[O-].[Na+], predict the reaction product. The product is: [N:1]1([CH2:7][CH2:8][CH:9]2[CH2:18][CH2:17][C:16]3[C:11](=[CH:12][CH:13]=[C:14]([O:19][CH2:20][C:21]4[CH:22]=[CH:23][C:24]([C:25]([NH:37][C:38]5[CH:43]=[CH:42][CH:41]=[CH:40][N:39]=5)=[O:27])=[CH:28][CH:29]=4)[CH:15]=3)[CH2:10]2)[CH2:2][CH2:3][CH2:4][CH2:5][CH2:6]1. (5) The product is: [CH2:1]([O:3][C:4]([N:6]1[C:15]2[C:10](=[CH:11][C:12]([C:16]([F:17])([F:18])[F:19])=[CH:13][CH:14]=2)[CH:9]([CH:20]([C:24]2[CH:25]=[C:26]([C:34]([F:35])([F:37])[F:36])[CH:27]=[C:28]([C:30]([F:31])([F:32])[F:33])[CH:29]=2)[C:21]([O:23][CH2:40][CH3:41])=[O:22])[CH2:8][CH:7]1[CH2:38][CH3:39])=[O:5])[CH3:2]. Given the reactants [CH2:1]([O:3][C:4]([N:6]1[C:15]2[C:10](=[CH:11][C:12]([C:16]([F:19])([F:18])[F:17])=[CH:13][CH:14]=2)[CH:9]([CH:20]([C:24]2[CH:29]=[C:28]([C:30]([F:33])([F:32])[F:31])[CH:27]=[C:26]([C:34]([F:37])([F:36])[F:35])[CH:25]=2)[C:21]([OH:23])=[O:22])[CH2:8][CH:7]1[CH2:38][CH3:39])=[O:5])[CH3:2].[CH2:40](O)[CH3:41], predict the reaction product.